From a dataset of Full USPTO retrosynthesis dataset with 1.9M reactions from patents (1976-2016). Predict the reactants needed to synthesize the given product. (1) Given the product [CH3:1][O:2][C:3]1[CH:4]=[C:5]2[C:6](=[C:7]3[CH2:8][C:9]([CH3:12])([CH3:13])[O:10][C:11]=13)[C:23]([CH3:24])=[N:25][C:15]([CH3:17])([CH3:16])[CH2:14]2, predict the reactants needed to synthesize it. The reactants are: [CH3:1][O:2][C:3]1[C:11]2[O:10][C:9]([CH3:13])([CH3:12])[CH2:8][C:7]=2[CH:6]=[C:5]([CH:14]=[C:15]([CH3:17])[CH3:16])[CH:4]=1.S(=O)(=O)(O)O.[C:23](#[N:25])[CH3:24]. (2) Given the product [CH:18]1([NH:17][C:15](=[O:16])[C:14]2[CH:21]=[CH:22][C:23]([CH3:24])=[C:12]([C:8]3[CH:7]=[C:6]4[C:11](=[CH:10][CH:9]=3)[C:2]([C:28]3[CH:29]=[CH:30][C:25]([CH3:34])=[CH:26][CH:27]=3)=[N:3][N:4]=[CH:5]4)[CH:13]=2)[CH2:20][CH2:19]1, predict the reactants needed to synthesize it. The reactants are: Cl[C:2]1[C:11]2[C:6](=[CH:7][C:8]([C:12]3[CH:13]=[C:14]([CH:21]=[CH:22][C:23]=3[CH3:24])[C:15]([NH:17][CH:18]3[CH2:20][CH2:19]3)=[O:16])=[CH:9][CH:10]=2)[CH:5]=[N:4][N:3]=1.[C:25]1([CH3:34])[CH:30]=[CH:29][C:28](B(O)O)=[CH:27][CH:26]=1.C(=O)([O-])[O-].[K+].[K+]. (3) Given the product [CH3:1][C:2]1[CH:11]=[C:10]([O:12][CH2:13][CH:14]2[CH2:19][CH2:18][N:17]([S:37]([CH2:36][CH2:35][CH:33]3[NH:34][C:30](=[O:29])[NH:31][C:32]3=[O:41])(=[O:38])=[O:39])[CH2:16][CH2:15]2)[C:9]2[C:4](=[CH:5][CH:6]=[CH:7][CH:8]=2)[N:3]=1, predict the reactants needed to synthesize it. The reactants are: [CH3:1][C:2]1[CH:11]=[C:10]([O:12][CH2:13][CH:14]2[CH2:19][CH2:18][NH:17][CH2:16][CH2:15]2)[C:9]2[C:4](=[CH:5][CH:6]=[CH:7][CH:8]=2)[N:3]=1.CCN(C(C)C)C(C)C.[O:29]=[C:30]1[NH:34][CH:33]([CH2:35][CH2:36][S:37](Cl)(=[O:39])=[O:38])[C:32](=[O:41])[NH:31]1. (4) Given the product [CH2:2]([O:4][C:5]([C:7]1([NH2:17])[CH2:15][C:14]2[C:9](=[CH:10][CH:11]=[C:12]([F:16])[CH:13]=2)[CH2:8]1)=[O:6])[CH3:3], predict the reactants needed to synthesize it. The reactants are: Cl.[CH2:2]([O:4][C:5]([C:7]1([N+:17]#[C-])[CH2:15][C:14]2[C:9](=[CH:10][CH:11]=[C:12]([F:16])[CH:13]=2)[CH2:8]1)=[O:6])[CH3:3].C([O-])(O)=O.[Na+]. (5) Given the product [N:41]1[CH:42]=[CH:43][CH:44]=[N:45][C:40]=1[C:37]1([NH:36][C:34]([C@@H:33]([NH:32][C:16]([C:13]2[N:12]3[C@@:8]([CH2:7][C:6]4[CH:30]=[CH:31][C:3]([C:1]#[N:2])=[CH:4][CH:5]=4)([CH3:29])[C:9](=[O:28])[N:10]([C:19]4[CH:24]=[C:23]([Cl:25])[CH:22]=[C:21]([Cl:27])[CH:20]=4)[C:11]3=[N:15][CH:14]=2)=[O:17])[CH3:46])=[O:35])[CH2:38][CH2:39]1, predict the reactants needed to synthesize it. The reactants are: [C:1]([C:3]1[CH:31]=[CH:30][C:6]([CH2:7][C@@:8]2([CH3:29])[N:12]3[C:13]([C:16](O)=[O:17])=[CH:14][N:15]=[C:11]3[N:10]([C:19]3[CH:24]=[C:23]([Cl:25])[C:22](F)=[C:21]([Cl:27])[CH:20]=3)[C:9]2=[O:28])=[CH:5][CH:4]=1)#[N:2].[NH2:32][C@@H:33]([CH3:46])[C:34]([NH:36][C:37]1([C:40]2[N:45]=[CH:44][CH:43]=[CH:42][N:41]=2)[CH2:39][CH2:38]1)=[O:35].CN(C(ON1N=NC2C=CC=NC1=2)=[N+](C)C)C.F[P-](F)(F)(F)(F)F.CCN(C(C)C)C(C)C.